This data is from Full USPTO retrosynthesis dataset with 1.9M reactions from patents (1976-2016). The task is: Predict the reactants needed to synthesize the given product. Given the product [Cl:39][C:22]1[C:23]([NH:25][C:26]2[C:37]([F:38])=[CH:36][CH:35]=[CH:34][C:27]=2[C:28]([NH:30][CH2:31][C:32]#[CH:33])=[O:29])=[N:24][C:19]([NH:1][C:2]2[CH:3]=[CH:4][C:5]3[C:11]([CH3:12])([CH3:13])[CH2:10][CH2:9][C:8](=[O:14])[N:7]([CH2:15][CH3:16])[C:6]=3[CH:17]=2)=[N:20][CH:21]=1, predict the reactants needed to synthesize it. The reactants are: [NH2:1][C:2]1[CH:3]=[CH:4][C:5]2[C:11]([CH3:13])([CH3:12])[CH2:10][CH2:9][C:8](=[O:14])[N:7]([CH2:15][CH3:16])[C:6]=2[CH:17]=1.Cl[C:19]1[N:24]=[C:23]([NH:25][C:26]2[C:37]([F:38])=[CH:36][CH:35]=[CH:34][C:27]=2[C:28]([NH:30][CH2:31][C:32]#[CH:33])=[O:29])[C:22]([Cl:39])=[CH:21][N:20]=1.